Predict the product of the given reaction. From a dataset of Forward reaction prediction with 1.9M reactions from USPTO patents (1976-2016). (1) The product is: [CH3:7][N:6]1[C:2]([C:17]2[CH:18]=[C:19]3[C:24](=[C:25]([O:27][CH2:28][O:29][CH2:30][CH2:31][Si:32]([CH3:35])([CH3:33])[CH3:34])[CH:26]=2)[N:23]=[CH:22][N:21]([CH2:36][O:37][CH2:38][CH2:39][Si:40]([CH3:43])([CH3:42])[CH3:41])[C:20]3=[O:44])=[CH:3][N:4]=[C:5]1[CH3:8]. Given the reactants Br[C:2]1[N:6]([CH3:7])[C:5]([CH3:8])=[N:4][CH:3]=1.CC1(C)C(C)(C)OB([C:17]2[CH:18]=[C:19]3[C:24](=[C:25]([O:27][CH2:28][O:29][CH2:30][CH2:31][Si:32]([CH3:35])([CH3:34])[CH3:33])[CH:26]=2)[N:23]=[CH:22][N:21]([CH2:36][O:37][CH2:38][CH2:39][Si:40]([CH3:43])([CH3:42])[CH3:41])[C:20]3=[O:44])O1.C(=O)([O-])[O-].[K+].[K+].O, predict the reaction product. (2) Given the reactants C[C:2]1([N:9]=[N:10][C:11]2[CH:20]=[CH:19][C:18]3[C:13](=[CH:14][C:15]([O:21][CH3:22])=[CH:16][CH:17]=3)[CH:12]=2)[C:6](=O)[CH:5]=[C:4](C)[O:3]1.Cl, predict the reaction product. The product is: [OH:3][C:2]1[CH:6]=[C:5]([CH3:4])[N:10]([C:11]2[CH:20]=[CH:19][C:18]3[C:13](=[CH:14][C:15]([O:21][CH3:22])=[CH:16][CH:17]=3)[CH:12]=2)[N:9]=1.